From a dataset of hERG Central: cardiac toxicity at 1µM, 10µM, and general inhibition. Predict hERG channel inhibition at various concentrations. (1) The drug is COc1ccc(-c2[nH]ncc2CN2CCC(OCc3ccccc3)CC2)c(F)c1. Results: hERG_inhib (hERG inhibition (general)): blocker. (2) The molecule is O=C1CCN(CCc2ccccc2)CCN1CCSc1ccccc1. Results: hERG_inhib (hERG inhibition (general)): blocker. (3) The compound is CCCn1cc(CN2CCCC(C(=O)c3cccc(OC)c3)C2)c(C)n1. Results: hERG_inhib (hERG inhibition (general)): blocker. (4) The drug is O=C(CN1CCN(Cc2ccc(Cl)cc2)CC1)N/N=C/c1ccccc1F. Results: hERG_inhib (hERG inhibition (general)): blocker. (5) The compound is Cc1cccn2c(=O)c3cc(C(=O)NCC4CCCO4)c(=N)n(Cc4cccnc4)c3nc12. Results: hERG_inhib (hERG inhibition (general)): blocker. (6) The drug is O=C(NCc1ccc(OC(F)(F)F)cc1)c1cc(-c2ccccc2)nn1CC1CC(c2cccnc2)=NO1. Results: hERG_inhib (hERG inhibition (general)): blocker.